This data is from Catalyst prediction with 721,799 reactions and 888 catalyst types from USPTO. The task is: Predict which catalyst facilitates the given reaction. (1) Reactant: [CH3:1][O:2][C:3]1[CH:4]=[CH:5][C:6]2[NH:12][C:11](=[O:13])[N:10]([CH:14]3[CH2:19][CH2:18][NH:17][CH2:16][CH2:15]3)[CH2:9][CH2:8][C:7]=2[CH:20]=1.Cl[C:22]1[N:27]=[CH:26][N:25]=[C:24]([NH:28][C:29]2[CH:38]=[C:37]([CH3:39])[C:32]3[NH:33][C:34](=[O:36])[O:35][C:31]=3[CH:30]=2)[CH:23]=1.CCN(C(C)C)C(C)C. Product: [CH3:1][O:2][C:3]1[CH:4]=[CH:5][C:6]2[NH:12][C:11](=[O:13])[N:10]([CH:14]3[CH2:19][CH2:18][N:17]([C:22]4[CH:23]=[C:24]([NH:28][C:29]5[CH:38]=[C:37]([CH3:39])[C:32]6[NH:33][C:34](=[O:36])[O:35][C:31]=6[CH:30]=5)[N:25]=[CH:26][N:27]=4)[CH2:16][CH2:15]3)[CH2:9][CH2:8][C:7]=2[CH:20]=1. The catalyst class is: 3. (2) Reactant: [OH:1][C@H:2]1[C@@H:7]([OH:8])[C@H:6]([OH:9])[C@@H:5]([CH2:10][OH:11])[N:4]([CH2:12]/[CH:13]=[CH:14]/[C:15]2[CH:20]=[CH:19][C:18]([C:21]3[CH:26]=[CH:25][CH:24]=[CH:23][CH:22]=3)=[CH:17][CH:16]=2)[C@@H:3]1[C:27]([NH:29][CH3:30])=[O:28]. Product: [OH:1][C@H:2]1[C@@H:7]([OH:8])[C@H:6]([OH:9])[C@@H:5]([CH2:10][OH:11])[N:4]([CH2:12][CH2:13][CH2:14][C:15]2[CH:20]=[CH:19][C:18]([C:21]3[CH:26]=[CH:25][CH:24]=[CH:23][CH:22]=3)=[CH:17][CH:16]=2)[C@@H:3]1[C:27]([NH:29][CH3:30])=[O:28]. The catalyst class is: 19. (3) Reactant: [CH2:1]([O:3][CH:4]([O:9][CH2:10][CH3:11])[C:5](=[NH:8])OC)[CH3:2].[Cl:12][C:13]1[CH:14]=[C:15]([CH2:19][NH2:20])[CH:16]=[CH:17][CH:18]=1. Product: [Cl:12][C:13]1[CH:14]=[C:15]([CH:16]=[CH:17][CH:18]=1)[CH2:19][NH:20][C:5](=[NH:8])[CH:4]([O:3][CH2:1][CH3:2])[O:9][CH2:10][CH3:11]. The catalyst class is: 5. (4) Reactant: [Cl:1][C:2]1[C:3]2[N:10]([CH2:11][CH:12]([OH:15])CO)[CH:9]=[C:8]([C:16]([C:22]3[CH:23]=[C:24]4[C:28](=[CH:29][CH:30]=3)[N:27]([C:31]3[CH:36]=[CH:35][C:34]([F:37])=[CH:33][CH:32]=3)[N:26]=[CH:25]4)([OH:21])[C:17]([F:20])([F:19])[F:18])[C:4]=2[N:5]=[CH:6][N:7]=1. Product: [Cl:1][C:2]1[C:3]2[N:10]([CH2:11][CH:12]=[O:15])[CH:9]=[C:8]([C:16]([C:22]3[CH:23]=[C:24]4[C:28](=[CH:29][CH:30]=3)[N:27]([C:31]3[CH:32]=[CH:33][C:34]([F:37])=[CH:35][CH:36]=3)[N:26]=[CH:25]4)([OH:21])[C:17]([F:20])([F:19])[F:18])[C:4]=2[N:5]=[CH:6][N:7]=1. The catalyst class is: 95. (5) Reactant: Cl.[NH2:2][CH:3]1[CH2:11][C:10]2[C:5](=[CH:6][CH:7]=[CH:8][CH:9]=2)[CH2:4]1.C([O-])(=O)C.[Na+].[CH3:17][O:18][C:19](=[O:40])[CH2:20][C:21]1[CH:26]=[CH:25][CH:24]=[C:23]([O:27][C:28]2[CH:33]=[CH:32][C:31]([C:34]([F:37])([F:36])[F:35])=[CH:30][C:29]=2[CH:38]=O)[CH:22]=1.C([BH3-])#N.[Na+]. Product: [CH3:17][O:18][C:19](=[O:40])[CH2:20][C:21]1[CH:26]=[CH:25][CH:24]=[C:23]([O:27][C:28]2[CH:33]=[CH:32][C:31]([C:34]([F:36])([F:35])[F:37])=[CH:30][C:29]=2[CH2:38][NH:2][CH:3]2[CH2:11][C:10]3[C:5](=[CH:6][CH:7]=[CH:8][CH:9]=3)[CH2:4]2)[CH:22]=1. The catalyst class is: 5. (6) Reactant: [CH:1]1([C:4]2[N:8](C(OC(C)(C)C)=O)[C:7]3[CH:16]=[C:17]([C:29]4[C:30]([CH3:35])=[N:31][O:32][C:33]=4[CH3:34])[CH:18]=[C:19](B4OC(C)(C)C(C)(C)O4)[C:6]=3[N:5]=2)[CH2:3][CH2:2]1.Br[C:37]1[C:38]([CH:43]2[CH2:45][CH2:44]2)=[N:39][CH:40]=[CH:41][CH:42]=1.COCCOC.C([O-])([O-])=O.[Cs+].[Cs+]. Product: [CH:1]1([C:4]2[NH:8][C:7]3[CH:16]=[C:17]([C:29]4[C:30]([CH3:35])=[N:31][O:32][C:33]=4[CH3:34])[CH:18]=[C:19]([C:37]4[C:38]([CH:43]5[CH2:45][CH2:44]5)=[N:39][CH:40]=[CH:41][CH:42]=4)[C:6]=3[N:5]=2)[CH2:3][CH2:2]1. The catalyst class is: 6. (7) Reactant: [Cl:1][C:2]1[CH:8]=[CH:7][C:6]([N+:9]([O-:11])=[O:10])=[CH:5][C:3]=1[NH2:4].[Br:12][C:13]1[CH:18]=[CH:17][C:16]([S:19](Cl)(=[O:21])=[O:20])=[CH:15][C:14]=1[F:23].N1C=CC=CC=1.ClCCl. Product: [Br:12][C:13]1[CH:18]=[CH:17][C:16]([S:19]([NH:4][C:3]2[CH:5]=[C:6]([N+:9]([O-:11])=[O:10])[CH:7]=[CH:8][C:2]=2[Cl:1])(=[O:21])=[O:20])=[CH:15][C:14]=1[F:23]. The catalyst class is: 5. (8) The catalyst class is: 18. Product: [F:24][C:4]1[CH:3]=[C:2]([C:49]2[C:50]([O:57][CH3:58])=[N:51][C:52]([CH3:56])=[CH:53][C:54]=2[CH3:55])[CH:7]=[CH:6][C:5]=1[C:8]1[N:12]([CH:13]2[CH:17]([OH:18])[CH2:16][O:15][CH2:14]2)[N:11]=[CH:10][C:9]=1[C:19]([O:21][CH2:22][CH3:23])=[O:20]. Reactant: Br[C:2]1[CH:7]=[CH:6][C:5]([C:8]2[N:12]([CH:13]3[CH:17]([OH:18])[CH2:16][O:15][CH2:14]3)[N:11]=[CH:10][C:9]=2[C:19]([O:21][CH2:22][CH3:23])=[O:20])=[C:4]([F:24])[CH:3]=1.B1(B2OC(C)(C)C(C)(C)O2)OC(C)(C)C(C)(C)O1.C([O-])(=O)C.[K+].Br[C:49]1[C:50]([O:57][CH3:58])=[N:51][C:52]([CH3:56])=[CH:53][C:54]=1[CH3:55]. (9) Reactant: [C:1]([O:4][C@H:5]1[C@H:11]([O:12][C:13](=[O:15])[CH3:14])[C@@H:10]([O:16][C:17](=[O:19])[CH3:18])[C@:9]2([C:21]3[CH:26]=[CH:25][C:24]([Cl:27])=[C:23]([CH2:28][C:29]4[CH:34]=[CH:33][C:32]([O:35][C:36]5[CH:41]=[CH:40][C:39]([C:42](=O)[CH3:43])=[CH:38][CH:37]=5)=[CH:31][CH:30]=4)[CH:22]=3)[O:20][C@@:6]1([CH2:45][O:46][C:47](=[O:49])[CH3:48])[CH2:7][O:8]2)(=[O:3])[CH3:2].N1C=CC=CC=1.Cl.[CH2:57]([O:59][NH2:60])[CH3:58]. Product: [C:1]([O:4][C@H:5]1[C@H:11]([O:12][C:13](=[O:15])[CH3:14])[C@@H:10]([O:16][C:17](=[O:19])[CH3:18])[C@:9]2([C:21]3[CH:26]=[CH:25][C:24]([Cl:27])=[C:23]([CH2:28][C:29]4[CH:34]=[CH:33][C:32]([O:35][C:36]5[CH:41]=[CH:40][C:39]([C:42](=[N:60][O:59][CH2:57][CH3:58])[CH3:43])=[CH:38][CH:37]=5)=[CH:31][CH:30]=4)[CH:22]=3)[O:20][C@@:6]1([CH2:45][O:46][C:47](=[O:49])[CH3:48])[CH2:7][O:8]2)(=[O:3])[CH3:2]. The catalyst class is: 162.